This data is from Full USPTO retrosynthesis dataset with 1.9M reactions from patents (1976-2016). The task is: Predict the reactants needed to synthesize the given product. (1) Given the product [C:40]([NH:39][C:37]([C:34]1([C:30]2[CH:31]=[CH:32][CH:33]=[C:28]([O:27][C:26]3[CH:44]=[CH:45][C:23]([NH:22][C:19]4[C:20]5[N:12]([CH2:11][CH2:10][OH:9])[CH:13]=[CH:14][C:15]=5[N:16]=[CH:17][N:18]=4)=[CH:24][C:25]=3[Cl:46])[CH:29]=2)[CH2:35][CH2:36]1)=[O:38])([CH3:43])([CH3:41])[CH3:42], predict the reactants needed to synthesize it. The reactants are: C([O:9][CH2:10][CH2:11][N:12]1[C:20]2[C:19](Cl)=[N:18][CH:17]=[N:16][C:15]=2[CH:14]=[CH:13]1)(=O)C1C=CC=CC=1.[NH2:22][C:23]1[CH:45]=[CH:44][C:26]([O:27][C:28]2[CH:29]=[C:30]([C:34]3([C:37]([NH:39][C:40]([CH3:43])([CH3:42])[CH3:41])=[O:38])[CH2:36][CH2:35]3)[CH:31]=[CH:32][CH:33]=2)=[C:25]([Cl:46])[CH:24]=1.[OH-].[Na+]. (2) Given the product [C:29]([N:27]1[CH2:26][CH:25]([N:20]2[CH2:19][C:18]3[C:17]([CH3:36])=[C:16]([Cl:37])[CH:15]=[C:14]([CH:12]([N:8]4[C:4]5=[N:5][CH:6]=[N:7][C:2]([NH2:1])=[C:3]5[C:10]([CH3:11])=[N:9]4)[CH3:13])[C:24]=3[O:23][CH2:22][CH2:21]2)[CH2:28]1)(=[O:30])[CH3:39], predict the reactants needed to synthesize it. The reactants are: [NH2:1][C:2]1[N:7]=[CH:6][N:5]=[C:4]2[N:8]([CH:12]([C:14]3[C:24]4[O:23][CH2:22][CH2:21][N:20]([CH:25]5[CH2:28][N:27]([C:29](OC(C)(C)C)=[O:30])[CH2:26]5)[CH2:19][C:18]=4[C:17]([CH3:36])=[C:16]([Cl:37])[CH:15]=3)[CH3:13])[N:9]=[C:10]([CH3:11])[C:3]=12.Cl.[CH:39](N(CC)C(C)C)(C)C.C(OC(=O)C)(=O)C. (3) Given the product [CH2:16]([O:23][C@@H:24]1[C@H:29]([CH2:30][O:31][Si:32]([C:35]([CH3:38])([CH3:37])[CH3:36])([CH3:34])[CH3:33])[O:28][C@@H:27]([O:39][C@@H:40]2[C@H:45]3[CH2:46][O:47][C@H:43]([O:44]3)[C@H:42]([N:48]=[N+:49]=[N-:50])[C@H:41]2[O:51][CH3:52])[C@H:26]([OH:53])[C@H:25]1[O:63][CH3:64])[C:17]1[CH:22]=[CH:21][CH:20]=[CH:19][CH:18]=1, predict the reactants needed to synthesize it. The reactants are: O.C(C1C(=O)C(Cl)=C(Cl)C(=O)C=1C#N)#N.[CH2:16]([O:23][C@@H:24]1[C@H:29]([CH2:30][O:31][Si:32]([C:35]([CH3:38])([CH3:37])[CH3:36])([CH3:34])[CH3:33])[O:28][C@@H:27]([O:39][C@@H:40]2[C@H:45]3[CH2:46][O:47][C@H:43]([O:44]3)[C@H:42]([N:48]=[N+:49]=[N-:50])[C@H:41]2[O:51][CH3:52])[C@H:26]([O:53]CC2C=CC(OC)=CC=2)[C@H:25]1[O:63][CH3:64])[C:17]1[CH:22]=[CH:21][CH:20]=[CH:19][CH:18]=1.C(=O)([O-])O.[Na+]. (4) Given the product [Cl:1][C:2]1[CH:3]=[C:4]([NH2:9])[C:5]([NH2:8])=[N:6][C:7]=1[Cl:12], predict the reactants needed to synthesize it. The reactants are: [Cl:1][C:2]1[CH:3]=[C:4]([N+:9]([O-])=O)[C:5]([NH2:8])=[N:6][CH:7]=1.[Cl:12][Sn]Cl.[OH-].[Na+]. (5) Given the product [F:4][CH2:5][CH2:6][O:7][CH2:8][CH2:9][O:10][CH2:11][CH2:12][O:13][C:14]1[CH:15]=[C:16]2[C:21](=[CH:22][CH:23]=1)[CH:20]=[C:19]([C:24]1[CH:29]=[CH:28][C:27]([NH:30][CH3:1])=[CH:26][CH:25]=1)[CH:18]=[CH:17]2, predict the reactants needed to synthesize it. The reactants are: [CH3:1][O-].[Na+].[F:4][CH2:5][CH2:6][O:7][CH2:8][CH2:9][O:10][CH2:11][CH2:12][O:13][C:14]1[CH:15]=[C:16]2[C:21](=[CH:22][CH:23]=1)[CH:20]=[C:19]([C:24]1[CH:29]=[CH:28][C:27]([NH2:30])=[CH:26][CH:25]=1)[CH:18]=[CH:17]2.C=O.[BH4-].[Na+]. (6) Given the product [CH:23]([N:19]1[C:18]([C:12]2[S:13][C:14]3[CH2:15][CH2:16][O:17][C:8]4[CH:7]=[C:6]([CH:4]5[CH2:5][N:2]([S:29]([CH3:28])(=[O:31])=[O:30])[CH2:3]5)[CH:27]=[CH:26][C:9]=4[C:10]=3[N:11]=2)=[N:22][CH:21]=[N:20]1)([CH3:25])[CH3:24], predict the reactants needed to synthesize it. The reactants are: Cl.[NH:2]1[CH2:5][CH:4]([C:6]2[CH:27]=[CH:26][C:9]3[C:10]4[N:11]=[C:12]([C:18]5[N:19]([CH:23]([CH3:25])[CH3:24])[N:20]=[CH:21][N:22]=5)[S:13][C:14]=4[CH2:15][CH2:16][O:17][C:8]=3[CH:7]=2)[CH2:3]1.[CH3:28][S:29](Cl)(=[O:31])=[O:30]. (7) Given the product [CH3:25][C:20]1([CH3:26])[C:21]([CH3:24])([CH3:23])[O:22][B:18]([C:7]2[CH2:12][CH2:11][CH2:10][N:9]([C:13](=[O:15])[CH3:14])[CH:8]=2)[O:19]1, predict the reactants needed to synthesize it. The reactants are: FC(F)(F)S(O[C:7]1[CH2:12][CH2:11][CH2:10][N:9]([C:13](=[O:15])[CH3:14])[CH:8]=1)(=O)=O.[B:18]1([B:18]2[O:22][C:21]([CH3:24])([CH3:23])[C:20]([CH3:26])([CH3:25])[O:19]2)[O:22][C:21]([CH3:24])([CH3:23])[C:20]([CH3:26])([CH3:25])[O:19]1.C([O-])(=O)C.[K+]. (8) Given the product [Br:1][C:2]1[CH:3]=[CH:4][C:5]([C:8](=[O:20])[CH2:9][CH:10]([CH2:17][CH2:18][CH3:19])[C:14]([O:16][CH2:21][CH3:22])=[O:15])=[CH:6][CH:7]=1, predict the reactants needed to synthesize it. The reactants are: [Br:1][C:2]1[CH:7]=[CH:6][C:5]([C:8](=[O:20])[CH2:9][C:10]([CH2:17][CH2:18][CH3:19])([C:14]([O-:16])=[O:15])C([O-])=O)=[CH:4][CH:3]=1.[CH3:21][C:22](C)=O.[OH-].[Na+].